This data is from Experimentally validated miRNA-target interactions with 360,000+ pairs, plus equal number of negative samples. The task is: Binary Classification. Given a miRNA mature sequence and a target amino acid sequence, predict their likelihood of interaction. The miRNA is mmu-miR-466h-3p with sequence UACGCACGCACACACACAC. The protein sequence of the target gene is MALSWRSWLANEGVKHLCLLVWLSLNVLLFWKTFLLYNQGPEYYYIHQMLGLGLCLSRASASVLNLNCSLILLPMCRTVLAYLRGSQKVPSRRTRRLLDKSKTLHITCGITICIFSGVHVAAHLVNALNFSVNYSEHFLALNAARYQNEDPRKLLFTTVPGLTGVCMVVVLFLMVTASTYAIRVSNYDIFWYTHNLFFVFYMLLLLHVSGGLLKYQTNLDTHPPGCISLNRTPSQNMSIADYVSEHFHGSLPGGFSKLEDHYQKTLVKICLEEPKFQAHFPQTWIWISGPLCLYCAERLY.... Result: 0 (no interaction).